From a dataset of hERG Central: cardiac toxicity at 1µM, 10µM, and general inhibition. Predict hERG channel inhibition at various concentrations. (1) The drug is O=C1CC(c2ccco2)CC(O)=C1C=NCCN1CCN(C(=S)Nc2ccccc2)CC1. Results: hERG_inhib (hERG inhibition (general)): blocker. (2) The drug is CCCCCOc1ccc(CSC2=NCCN2)cc1[N+](=O)[O-]. Results: hERG_inhib (hERG inhibition (general)): blocker. (3) The compound is CN(C)C(CNC(C(=O)Nc1ccc([N+](=O)[O-])cc1Br)c1ccccc1)c1ccccc1. Results: hERG_inhib (hERG inhibition (general)): blocker. (4) The compound is OCC1(Cc2ccccc2)CCCN(Cc2cnn(-c3ccccc3)c2)C1. Results: hERG_inhib (hERG inhibition (general)): blocker. (5) The molecule is COc1ccccc1CN(Cc1cccnc1)S(=O)(=O)c1ccc(-n2cnnn2)c(OC)c1. Results: hERG_inhib (hERG inhibition (general)): blocker.